Dataset: Forward reaction prediction with 1.9M reactions from USPTO patents (1976-2016). Task: Predict the product of the given reaction. (1) Given the reactants Cl[CH2:2][CH2:3][CH2:4][CH:5]([C:13]1[CH:18]=[CH:17][C:16]([F:19])=[CH:15][CH:14]=1)[C:6]1[CH:11]=[CH:10][C:9]([F:12])=[CH:8][CH:7]=1.[CH3:20][CH:21]([CH3:37])[C:22]([NH:24][C:25]1[CH:30]=[CH:29][CH:28]=[CH:27][C:26]=1[CH:31]1[CH2:36][CH2:35][NH:34][CH2:33][CH2:32]1)=[O:23], predict the reaction product. The product is: [F:12][C:9]1[CH:10]=[CH:11][C:6]([CH:5]([C:13]2[CH:18]=[CH:17][C:16]([F:19])=[CH:15][CH:14]=2)[CH2:4][CH2:3][CH2:2][N:34]2[CH2:35][CH2:36][CH:31]([C:26]3[CH:27]=[CH:28][CH:29]=[CH:30][C:25]=3[NH:24][C:22](=[O:23])[CH:21]([CH3:20])[CH3:37])[CH2:32][CH2:33]2)=[CH:7][CH:8]=1. (2) The product is: [Br:9][C:10]1[CH:15]=[C:14]([Cl:16])[CH:13]=[C:12]([O:6][CH3:4])[C:11]=1[Cl:18]. Given the reactants CO.C[C:4](C)([O-:6])C.[K+].[Br:9][C:10]1[CH:15]=[C:14]([Cl:16])[CH:13]=[C:12](F)[C:11]=1[Cl:18], predict the reaction product.